Dataset: Reaction yield outcomes from USPTO patents with 853,638 reactions. Task: Predict the reaction yield, written as a fraction of the theoretical maximum amount of product (1.0 means a 100% yield; for example, 0.34 means a 34% yield). (1) The reactants are Cl[CH2:2][CH2:3][N:4]1[C:8]([CH3:9])=[CH:7][C:6]2[CH:10]=[C:11]([C:13]([C:15]3[CH:16]=[N:17][C:18]([O:21][CH3:22])=[CH:19][CH:20]=3)=[O:14])[S:12][C:5]1=2.Cl.[O:24]1[CH2:28][CH2:27][CH:26]([NH2:29])[CH2:25]1.[K+].[Br-].[C:32](#N)C. The catalyst is CCCC[N+](CCCC)(CCCC)CCCC.[I-].O. The product is [CH3:22][O:21][C:18]1[N:17]=[CH:16][C:15]([C:13]([C:11]2[S:12][C:5]3[N:4]([CH2:3][CH2:2][NH:29][CH:26]4[CH2:27][CH2:28][O:24][CH2:32][CH2:25]4)[C:8]([CH3:9])=[CH:7][C:6]=3[CH:10]=2)=[O:14])=[CH:20][CH:19]=1. The yield is 0.126. (2) The reactants are [N:1]1([CH2:6][CH2:7][CH2:8][O:9][C:10]2[CH:15]=[CH:14][C:13]([C:16]3([CH2:22][NH:23][C:24]4[C:25]([NH2:30])=[CH:26][CH:27]=[CH:28][CH:29]=4)[CH2:21][CH2:20][O:19][CH2:18][CH2:17]3)=[CH:12][CH:11]=2)[CH2:5][CH2:4][CH2:3][CH2:2]1.COC(OC)OC. The catalyst is C(O)=O. The product is [N:1]1([CH2:6][CH2:7][CH2:8][O:9][C:10]2[CH:11]=[CH:12][C:13]([C:16]3([C:22]4[NH:30][C:25]5[CH:26]=[CH:27][CH:28]=[CH:29][C:24]=5[N:23]=4)[CH2:17][CH2:18][O:19][CH2:20][CH2:21]3)=[CH:14][CH:15]=2)[CH2:5][CH2:4][CH2:3][CH2:2]1. The yield is 0.290. (3) The reactants are O.[OH-].[Li+].C([O:6][C:7](=[O:32])[CH2:8][CH2:9][CH2:10][CH2:11][CH2:12][CH:13]([C:23](=[O:31])[NH:24][C:25]1[CH:30]=[CH:29][CH:28]=[CH:27][CH:26]=1)[C:14](=[O:22])[NH:15][C:16]1[CH:21]=[CH:20][CH:19]=[CH:18][CH:17]=1)C. The catalyst is O.C(O)C. The product is [C:16]1([NH:15][C:14]([CH:13]([C:23](=[O:31])[NH:24][C:25]2[CH:26]=[CH:27][CH:28]=[CH:29][CH:30]=2)[CH2:12][CH2:11][CH2:10][CH2:9][CH2:8][C:7]([OH:32])=[O:6])=[O:22])[CH:17]=[CH:18][CH:19]=[CH:20][CH:21]=1. The yield is 0.950.